This data is from Full USPTO retrosynthesis dataset with 1.9M reactions from patents (1976-2016). The task is: Predict the reactants needed to synthesize the given product. (1) Given the product [Cl:43][C:42]1[CH:41]=[CH:40][C:39](/[CH:44]=[CH:45]/[CH:46]=[CH:21][C:22]2[CH:23]=[CH:24][C:25]([N+:28]([O-:30])=[O:29])=[CH:26][CH:27]=2)=[CH:38][C:37]=1[Cl:36], predict the reactants needed to synthesize it. The reactants are: BrP([CH2:21][C:22]1[CH:27]=[CH:26][C:25]([N+:28]([O-:30])=[O:29])=[CH:24][CH:23]=1)(C1C=CC=CC=1)(C1C=CC=CC=1)C1C=CC=CC=1.C([Li])CCC.[Cl:36][C:37]1[CH:38]=[C:39](/[CH:44]=[CH:45]/[CH:46]=O)[CH:40]=[CH:41][C:42]=1[Cl:43]. (2) Given the product [F:16][C:17]1[C:24]([F:25])=[C:23]([C:26]2[CH:31]=[CH:30][C:29]([F:32])=[CH:28][N:27]=2)[CH:22]=[CH:21][C:18]=1[CH:19]([OH:20])[C:2]([P:5](=[O:10])([O:9][CH2:11][CH3:12])[O:6][CH2:7][CH3:8])([F:4])[F:3], predict the reactants needed to synthesize it. The reactants are: Br[C:2]([P:5](=[O:10])([O-:9])[O:6][CH2:7][CH3:8])([F:4])[F:3].[CH:11]([Mg]Cl)(C)[CH3:12].[F:16][C:17]1[C:24]([F:25])=[C:23]([C:26]2[CH:31]=[CH:30][C:29]([F:32])=[CH:28][N:27]=2)[CH:22]=[CH:21][C:18]=1[CH:19]=[O:20].[Cl-].[NH4+]. (3) Given the product [NH:1]1[CH2:6][CH2:5][CH:4]([C:7]([O:9][C:10]([CH3:13])([CH3:12])[CH3:11])=[O:8])[CH2:3][CH2:2]1, predict the reactants needed to synthesize it. The reactants are: [N:1]1(C(OCC2C=CC=CC=2)=O)[CH2:6][CH2:5][CH:4]([C:7]([O:9][C:10]([CH3:13])([CH3:12])[CH3:11])=[O:8])[CH2:3][CH2:2]1. (4) Given the product [Br:1][C:2]1[CH:6]=[C:5]([C:7](=[O:9])[CH2:8][Br:10])[O:4][N:3]=1, predict the reactants needed to synthesize it. The reactants are: [Br:1][C:2]1[CH:6]=[C:5]([C:7](=[O:9])[CH3:8])[O:4][N:3]=1.[Br-:10].[Br-].[Br-].C1([N+](C)(C)C)C=CC=CC=1.C1([N+](C)(C)C)C=CC=CC=1.C1([N+](C)(C)C)C=CC=CC=1.O1CCCC1. (5) Given the product [CH2:17]([O:16][C:8]1[C:9]2[O:14][CH2:13][CH2:12][O:11][C:10]=2[CH:15]=[C:6]([CH2:4][OH:3])[CH:7]=1)[C:18]1[CH:19]=[CH:20][CH:21]=[CH:22][CH:23]=1, predict the reactants needed to synthesize it. The reactants are: C([O:3][C:4]([C:6]1[CH:7]=[C:8]([O:16][CH2:17][C:18]2[CH:23]=[CH:22][CH:21]=[CH:20][CH:19]=2)[C:9]2[O:14][CH2:13][CH2:12][O:11][C:10]=2[CH:15]=1)=O)C.[H-].[Al+3].[Li+].[H-].[H-].[H-].C(OCC)(=O)C.S(=O)(=O)(O)O. (6) Given the product [Br:15][CH:9]([C:6]1[CH:7]=[CH:8][C:3]([C:2]([F:13])([F:12])[F:1])=[CH:4][CH:5]=1)[CH3:10], predict the reactants needed to synthesize it. The reactants are: [F:1][C:2]([F:13])([F:12])[C:3]1[CH:8]=[CH:7][C:6]([CH:9](O)[CH3:10])=[CH:5][CH:4]=1.P(Br)(Br)[Br:15]. (7) The reactants are: ON1C2C=CC=CC=2N=N1.C(Cl)CCl.C(N(C(C)C)CC)(C)C.[NH2:24][C@H:25]([C:28]([O:30][CH3:31])=[O:29])[CH2:26][OH:27].Cl.[NH:33]([C:39]([O:41][C:42]([CH3:45])([CH3:44])[CH3:43])=[O:40])[C@@H:34]([C:36](O)=[O:37])[CH3:35]. Given the product [NH:33]([C:39]([O:41][C:42]([CH3:43])([CH3:45])[CH3:44])=[O:40])[C@@H:34]([C:36]([NH:24][C@H:25]([C:28]([O:30][CH3:31])=[O:29])[CH2:26][OH:27])=[O:37])[CH3:35], predict the reactants needed to synthesize it.